From a dataset of Reaction yield outcomes from USPTO patents with 853,638 reactions. Predict the reaction yield, written as a fraction of the theoretical maximum amount of product (1.0 means a 100% yield; for example, 0.34 means a 34% yield). (1) The reactants are [F:1][C:2]1[C:7]([C:8]2[N:12](S(C3C=CC=CC=3)(=O)=O)[CH:11]=[C:10]([CH:22]=[O:23])[CH:9]=2)=[CH:6][CH:5]=[CH:4][N:3]=1.[OH-].[Na+]. The catalyst is CO.O1CCCC1.[Cl-].[Na+].O. The yield is 0.790. The product is [F:1][C:2]1[C:7]([C:8]2[NH:12][CH:11]=[C:10]([CH:22]=[O:23])[CH:9]=2)=[CH:6][CH:5]=[CH:4][N:3]=1. (2) The catalyst is C(OCC)(=O)C.[Pd]. The yield is 0.920. The reactants are [N:1]1([C:25]([O:27][C:28]([CH3:31])([CH3:30])[CH3:29])=[O:26])[CH2:6][CH2:5][N:4](C(OCC2C=CC=CC=2)=O)[CH2:3][CH:2]1[C:17]([O:19][CH:20]1[CH2:24][CH2:23][CH2:22][CH2:21]1)=[O:18]. The product is [N:1]1([C:25]([O:27][C:28]([CH3:31])([CH3:30])[CH3:29])=[O:26])[CH2:6][CH2:5][NH:4][CH2:3][CH:2]1[C:17]([O:19][CH:20]1[CH2:24][CH2:23][CH2:22][CH2:21]1)=[O:18]. (3) The reactants are [OH-:1].[K+].C([O:5][C:6](=[O:43])[C:7]([CH3:42])([CH3:41])[CH2:8][CH2:9][CH2:10][CH2:11][CH2:12][CH2:13][C:14]([N+]#[C-])(S(C1C=CC(C)=CC=1)(=O)=O)[CH2:15][CH2:16][CH2:17][CH2:18][CH2:19][CH2:20][C:21]([CH3:28])([CH3:27])[C:22]([O:24]CC)=[O:23])C. The catalyst is O.C(O)C. The product is [CH3:41][C:7]([CH3:42])([CH2:8][CH2:9][CH2:10][CH2:11][CH2:12][CH2:13][C:14](=[O:1])[CH2:15][CH2:16][CH2:17][CH2:18][CH2:19][CH2:20][C:21]([CH3:28])([CH3:27])[C:22]([OH:24])=[O:23])[C:6]([OH:5])=[O:43]. The yield is 0.570. (4) No catalyst specified. The yield is 0.330. The reactants are [F:1][C:2]1[CH:7]=[CH:6][C:5]([C:8]2[C:12](/[CH:13]=[CH:14]/[C:15]3[CH:16]=[C:17]([C:20]([OH:22])=O)[NH:18][N:19]=3)=[C:11]([CH3:23])[O:10][N:9]=2)=[CH:4][CH:3]=1.[NH:24]1[CH2:29][CH2:28][O:27][CH2:26][CH2:25]1. The product is [F:1][C:2]1[CH:3]=[CH:4][C:5]([C:8]2[C:12](/[CH:13]=[CH:14]/[C:15]3[CH:16]=[C:17]([C:20]([N:24]4[CH2:29][CH2:28][O:27][CH2:26][CH2:25]4)=[O:22])[NH:18][N:19]=3)=[C:11]([CH3:23])[O:10][N:9]=2)=[CH:6][CH:7]=1. (5) The reactants are [Br:1][C:2]1[N:3]=[C:4]([CH:7]=[O:8])[S:5][CH:6]=1.[CH2:9](O)[CH2:10][OH:11]. The catalyst is C1C=CC=CC=1.CC1C=CC(S(O)(=O)=O)=CC=1. The product is [Br:1][C:2]1[N:3]=[C:4]([CH:7]2[O:11][CH2:10][CH2:9][O:8]2)[S:5][CH:6]=1. The yield is 0.940. (6) The reactants are [H-].[Al+3].[Li+].[H-].[H-].[H-].[Cl-].[Al+3].[Cl-].[Cl-].[CH3:11][O:12][C:13]1[CH:18]=[CH:17][C:16]([N:19]2[CH2:24][CH2:23][N:22]([C:25]3[C:26]([CH3:39])=[C:27]([CH3:38])[C:28]4[O:32][C:31]([CH3:34])([CH3:33])[C:30](=O)[C:29]=4[C:36]=3[CH3:37])[CH2:21][CH2:20]2)=[CH:15][CH:14]=1.[OH-].[Na+]. The catalyst is O.C1COCC1. The product is [CH3:11][O:12][C:13]1[CH:14]=[CH:15][C:16]([N:19]2[CH2:24][CH2:23][N:22]([C:25]3[C:26]([CH3:39])=[C:27]([CH3:38])[C:28]4[O:32][C:31]([CH3:33])([CH3:34])[CH2:30][C:29]=4[C:36]=3[CH3:37])[CH2:21][CH2:20]2)=[CH:17][CH:18]=1. The yield is 0.830. (7) The reactants are [NH2:1][C:2]1[C:16]([O:17][CH3:18])=[CH:15][C:5]2[CH2:6][CH2:7][N:8]([CH2:11][CH:12]([OH:14])[CH3:13])[CH2:9][CH2:10][C:4]=2[CH:3]=1.Cl[C:20]1[N:25]=[C:24]([NH:26][C:27]2[CH:32]=[CH:31][CH:30]=[CH:29][C:28]=2[S:33]([N:36]2[CH2:40][CH2:39][CH2:38][CH2:37]2)(=[O:35])=[O:34])[C:23]([Cl:41])=[CH:22][N:21]=1. No catalyst specified. The product is [Cl:41][C:23]1[C:24]([NH:26][C:27]2[CH:32]=[CH:31][CH:30]=[CH:29][C:28]=2[S:33]([N:36]2[CH2:40][CH2:39][CH2:38][CH2:37]2)(=[O:35])=[O:34])=[N:25][C:20]([NH:1][C:2]2[C:16]([O:17][CH3:18])=[CH:15][C:5]3[CH2:6][CH2:7][N:8]([CH2:11][CH:12]([OH:14])[CH3:13])[CH2:9][CH2:10][C:4]=3[CH:3]=2)=[N:21][CH:22]=1. The yield is 0.670. (8) The reactants are [Cl:1][C:2]1[CH:7]=[CH:6][C:5](F)=[C:4]([N+:9]([O-:11])=[O:10])[CH:3]=1.C(=O)([O-])[O-].[Cs+].[Cs+].[CH3:18][S:19]([C@@H:22]1[CH2:25][C@H:24]([NH2:26])[CH2:23]1)(=[O:21])=[O:20]. The catalyst is C(#N)C. The product is [Cl:1][C:2]1[CH:7]=[CH:6][C:5]([NH:26][C@H:24]2[CH2:25][C@@H:22]([S:19]([CH3:18])(=[O:21])=[O:20])[CH2:23]2)=[C:4]([N+:9]([O-:11])=[O:10])[CH:3]=1. The yield is 0.459. (9) The catalyst is O1CCCC1.[I-].C([N+](CCCC)(CCCC)CCCC)CCC. The reactants are [F:1][C:2]([F:7])([F:6])[CH2:3][CH2:4][OH:5].[H-].[Na+].Br[CH2:11][C:12]1[CH:21]=[CH:20][C:15]([C:16]([O:18][CH3:19])=[O:17])=[CH:14][CH:13]=1.O. The yield is 0.730. The product is [F:1][C:2]([F:7])([F:6])[CH2:3][CH2:4][O:5][CH2:11][C:12]1[CH:21]=[CH:20][C:15]([C:16]([O:18][CH3:19])=[O:17])=[CH:14][CH:13]=1. (10) The reactants are [F:1][C:2]1[CH:7]=[CH:6][C:5]([C:8]2[C:9](=O)[NH:10][CH2:11][CH2:12][N:13]=2)=[C:4]([O:15][CH3:16])[CH:3]=1.[H-].[Al+3].[Li+].[H-].[H-].[H-].O.[OH-].[Na+]. The catalyst is C(OCC)C. The product is [F:1][C:2]1[CH:7]=[CH:6][C:5]([CH:8]2[CH2:9][NH:10][CH2:11][CH2:12][NH:13]2)=[C:4]([O:15][CH3:16])[CH:3]=1. The yield is 0.990.